This data is from Forward reaction prediction with 1.9M reactions from USPTO patents (1976-2016). The task is: Predict the product of the given reaction. (1) Given the reactants [C:1]([O:5][C:6]([NH:8][C@H:9]([CH2:15][CH2:16][S:17][CH3:18])[CH:10]([OH:14])[C:11]([OH:13])=[O:12])=[O:7])([CH3:4])([CH3:3])[CH3:2].[O:19]1[CH:24]=[CH:23][CH2:22][CH2:21][CH2:20]1.C1(C)C=CC(S([O-])(=O)=O)=CC=1.[NH+]1C=CC=CC=1, predict the reaction product. The product is: [C:1]([O:5][C:6]([NH:8][C@H:9]([CH2:15][CH2:16][S:17][CH3:18])[CH:10]([O:14][CH:20]1[CH2:21][CH2:22][CH2:23][CH2:24][O:19]1)[C:11]([OH:13])=[O:12])=[O:7])([CH3:4])([CH3:3])[CH3:2]. (2) Given the reactants Cl[C:2]1[N:7]=[C:6]([NH2:8])[N:5]=[C:4]([N:9]([CH3:19])[C@H:10]([CH3:18])[CH2:11][C:12]2[CH:17]=[CH:16][CH:15]=[CH:14][CH:13]=2)[CH:3]=1.[F:20][C:21]1[CH:28]=[C:27](B2OC(C)(C)C(C)(C)O2)[CH:26]=[CH:25][C:22]=1[C:23]#[N:24].C([O-])([O-])=O.[Na+].[Na+], predict the reaction product. The product is: [NH2:8][C:6]1[N:7]=[C:2]([C:27]2[CH:26]=[CH:25][C:22]([C:23]#[N:24])=[C:21]([F:20])[CH:28]=2)[CH:3]=[C:4]([N:9]([CH3:19])[C@H:10]([CH3:18])[CH2:11][C:12]2[CH:17]=[CH:16][CH:15]=[CH:14][CH:13]=2)[N:5]=1. (3) The product is: [Cl:1][C:2]1[C:3]2[CH:24]=[CH:23][C:22]([CH3:25])=[CH:21][C:4]=2[S:5][C:6]=1[C:7]([NH:9][C@@H:10]([CH2:14][C:15]1[CH:20]=[CH:19][CH:18]=[CH:17][CH:16]=1)[C:11]([OH:13])=[O:12])=[O:8]. Given the reactants [Cl:1][C:2]1[C:3]2[CH:24]=[CH:23][C:22]([CH3:25])=[CH:21][C:4]=2[S:5][C:6]=1[C:7]([NH:9][C@H:10]([CH2:14][C:15]1[CH:20]=[CH:19][CH:18]=[CH:17][CH:16]=1)[C:11]([OH:13])=[O:12])=[O:8].C(OC(=O)[C@H](CC1C=CC=CC=1)N)(C)(C)C, predict the reaction product. (4) Given the reactants [CH3:1][N:2]([CH2:4][C:5]1[C:13]2[O:12][N:11]=[C:10]([CH2:14][CH2:15][CH:16]3[CH2:21][CH2:20][N:19]([CH2:22][C:23]4([CH2:26][O:27][Si](C(C)(C)C)(C5C=CC=CC=5)C5C=CC=CC=5)[CH2:25][CH2:24]4)[CH2:18][CH2:17]3)[C:9]=2[CH:8]=[CH:7][C:6]=1[O:45][CH2:46][CH:47]1[CH2:49][CH2:48]1)[CH3:3].[F-].C([N+](CCCC)(CCCC)CCCC)CCC.C(OCC)(=O)C.[Cl-].[NH4+], predict the reaction product. The product is: [CH:47]1([CH2:46][O:45][C:6]2[CH:7]=[CH:8][C:9]3[C:10]([CH2:14][CH2:15][CH:16]4[CH2:21][CH2:20][N:19]([CH2:22][C:23]5([CH2:26][OH:27])[CH2:24][CH2:25]5)[CH2:18][CH2:17]4)=[N:11][O:12][C:13]=3[C:5]=2[CH2:4][N:2]([CH3:3])[CH3:1])[CH2:48][CH2:49]1. (5) Given the reactants [C:1]([C:5]1[N:10]=[C:9]([N:11]([CH3:19])[C:12]2[CH:17]=[CH:16][CH:15]=[CH:14][C:13]=2[CH3:18])[C:8]([C:20]([NH:22][S:23]([C:26]2[CH:31]=[CH:30][CH:29]=[C:28]([N+:32]([O-])=O)[CH:27]=2)(=[O:25])=[O:24])=[O:21])=[CH:7][CH:6]=1)([CH3:4])([CH3:3])[CH3:2], predict the reaction product. The product is: [NH2:32][C:28]1[CH:27]=[C:26]([S:23]([NH:22][C:20]([C:8]2[C:9]([N:11]([CH3:19])[C:12]3[CH:17]=[CH:16][CH:15]=[CH:14][C:13]=3[CH3:18])=[N:10][C:5]([C:1]([CH3:4])([CH3:3])[CH3:2])=[CH:6][CH:7]=2)=[O:21])(=[O:24])=[O:25])[CH:31]=[CH:30][CH:29]=1. (6) Given the reactants [SH:1][C:2]1[C:11]2[C:6](=[CH:7][C:8]([O:14][CH3:15])=[C:9]([O:12][CH3:13])[CH:10]=2)[N:5]=[CH:4][C:3]=1[C:16]#[N:17].Br[CH2:19][C:20](=[O:25])[C:21]([F:24])([F:23])[F:22].C([O-])([O-])=O.[K+].[K+], predict the reaction product. The product is: [NH2:17][C:16]1[C:3]2[CH:4]=[N:5][C:6]3[CH:7]=[C:8]([O:14][CH3:15])[C:9]([O:12][CH3:13])=[CH:10][C:11]=3[C:2]=2[S:1][C:19]=1[C:20](=[O:25])[C:21]([F:24])([F:23])[F:22]. (7) Given the reactants [N:1]1([CH2:7][CH2:8][CH2:9][NH:10][C:11]([CH:13]2[CH2:18][CH2:17][CH2:16][CH2:15][CH2:14]2)=[O:12])[CH2:6][CH2:5][NH:4][CH2:3][CH2:2]1.Cl[C:20]1[CH:25]=[CH:24][CH:23]=[C:22]([N+:26]([O-:28])=[O:27])[N:21]=1.C(N(C(C)C)CC)(C)C.CO.CCOC(C)=O, predict the reaction product. The product is: [N+:26]([C:22]1[N:21]=[C:20]([N:4]2[CH2:5][CH2:6][N:1]([CH2:7][CH2:8][CH2:9][NH:10][C:11]([CH:13]3[CH2:18][CH2:17][CH2:16][CH2:15][CH2:14]3)=[O:12])[CH2:2][CH2:3]2)[CH:25]=[CH:24][CH:23]=1)([O-:28])=[O:27]. (8) Given the reactants O=C1C2C(=CC=CC=2)C(=O)[N:3]1[CH2:12][CH2:13][P:14](=[O:21])([O:18][CH2:19][CH3:20])[O:15][CH2:16][CH3:17].O.NN, predict the reaction product. The product is: [NH2:3][CH2:12][CH2:13][P:14](=[O:21])([O:15][CH2:16][CH3:17])[O:18][CH2:19][CH3:20]. (9) Given the reactants FC(F)(F)C(O)=O.[CH3:8][N:9]1[CH2:14][CH2:13][C:12]2[N:15]=[C:16]([C:18]([NH:20][C@@H:21]3[CH2:26][CH2:25][CH2:24][CH2:23][C@@H:22]3[NH2:27])=[O:19])[S:17][C:11]=2[CH2:10]1.[Cl:28][C:29]1[CH:30]=[C:31]2[C:35](=[CH:36][CH:37]=1)[N:34](S(C1C=CC=CC=1)(=O)=O)[C:33]([S:47](Cl)(=[O:49])=[O:48])=[CH:32]2.[OH-].[Na+].Cl, predict the reaction product. The product is: [ClH:28].[Cl:28][C:29]1[CH:30]=[C:31]2[C:35](=[CH:36][CH:37]=1)[NH:34][C:33]([S:47]([NH:27][C@@H:22]1[CH2:23][CH2:24][CH2:25][CH2:26][C@@H:21]1[NH:20][C:18]([C:16]1[S:17][C:11]3[CH2:10][N:9]([CH3:8])[CH2:14][CH2:13][C:12]=3[N:15]=1)=[O:19])(=[O:48])=[O:49])=[CH:32]2.